From a dataset of Catalyst prediction with 721,799 reactions and 888 catalyst types from USPTO. Predict which catalyst facilitates the given reaction. (1) Reactant: [CH2:1]([O:3][C:4]([C:6]1[S:10][C:9](Cl)=[N:8][C:7]=1[C:12]1[CH:17]=[CH:16][CH:15]=[C:14]([C:18]([F:21])([F:20])[F:19])[CH:13]=1)=[O:5])[CH3:2].CC(C)=O.[N-:26]=[N+:27]=[N-:28].[Na+]. Product: [CH2:1]([O:3][C:4]([C:6]1[S:10][C:9]([N:26]=[N+:27]=[N-:28])=[N:8][C:7]=1[C:12]1[CH:17]=[CH:16][CH:15]=[C:14]([C:18]([F:21])([F:20])[F:19])[CH:13]=1)=[O:5])[CH3:2]. The catalyst class is: 6. (2) Reactant: [Br:1][C:2]1[N:7]=[C:6]([C:8]#[C:9][CH2:10][O:11][C@@H:12]2[CH2:16][O:15][C@@H:14]3[C@H:17]([O:20][Si:21]([C:24]([CH3:27])([CH3:26])[CH3:25])([CH3:23])[CH3:22])[CH2:18][O:19][C@H:13]23)[C:5]([NH2:28])=[CH:4][C:3]=1[Cl:29].CCN(CC)CC.[C:37](O[C:37]([O:39][C:40]([CH3:43])([CH3:42])[CH3:41])=[O:38])([O:39][C:40]([CH3:43])([CH3:42])[CH3:41])=[O:38]. Product: [Br:1][C:2]1[N:7]=[C:6]([C:8]#[C:9][CH2:10][O:11][C@@H:12]2[CH2:16][O:15][C@@H:14]3[C@H:17]([O:20][Si:21]([C:24]([CH3:25])([CH3:26])[CH3:27])([CH3:22])[CH3:23])[CH2:18][O:19][C@H:13]23)[C:5]([NH:28][C:37](=[O:38])[O:39][C:40]([CH3:43])([CH3:42])[CH3:41])=[CH:4][C:3]=1[Cl:29]. The catalyst class is: 112. (3) Reactant: C([O:8][CH2:9][C:10]([N:12]([C:14]1[CH:19]=[CH:18][C:17]([NH:20][C:21]2[N:22]=[C:23]([NH:30][CH:31]3[CH2:33][CH2:32]3)[C:24]3[CH:29]=[CH:28][NH:27][C:25]=3[N:26]=2)=[CH:16][CH:15]=1)[CH3:13])=[O:11])C1C=CC=CC=1. Product: [CH:31]1([NH:30][C:23]2[C:24]3[CH:29]=[CH:28][NH:27][C:25]=3[N:26]=[C:21]([NH:20][C:17]3[CH:16]=[CH:15][C:14]([N:12]([CH3:13])[C:10](=[O:11])[CH2:9][OH:8])=[CH:19][CH:18]=3)[N:22]=2)[CH2:32][CH2:33]1. The catalyst class is: 50. (4) Reactant: [O:1]1[CH2:5][CH2:4][CH2:3][CH:2]1[CH2:6][O:7][C:8]1[CH:13]=[CH:12][CH:11]=[CH:10][C:9]=1[C:14](=[O:16])[CH3:15].[CH2:17]([O:19][C:20](=O)[O:21]CC)[CH3:18].[H-].[Na+].CC(O)=O. Product: [CH2:17]([O:19][C:20](=[O:21])[CH2:15][C:14](=[O:16])[C:9]1[CH:10]=[CH:11][CH:12]=[CH:13][C:8]=1[O:7][CH2:6][CH:2]1[CH2:3][CH2:4][CH2:5][O:1]1)[CH3:18]. The catalyst class is: 93. (5) Reactant: Br[C:2]1[O:6][C:5]([CH2:7][N:8]2[C:16]3[C:11](=[CH:12][CH:13]=[CH:14][CH:15]=3)[C:10]3([C:20]4=[CH:21][C:22]5[O:26][CH2:25][O:24][C:23]=5[CH:27]=[C:19]4[O:18][CH2:17]3)[C:9]2=O)=[CH:4][CH:3]=1.[CH3:29][S:30]([O-:32])=[O:31].[Na+].N1CCC[C@H]1C(O)=O. Product: [CH3:29][S:30]([C:2]1[O:6][C:5]([CH2:7][N:8]2[C:16]3[C:11](=[CH:12][CH:13]=[CH:14][CH:15]=3)[C:10]3([C:20]4=[CH:21][C:22]5[O:26][CH2:25][O:24][C:23]=5[CH:27]=[C:19]4[O:18][CH2:17]3)[CH2:9]2)=[CH:4][CH:3]=1)(=[O:32])=[O:31]. The catalyst class is: 419. (6) The catalyst class is: 4. Product: [Cl:17][CH2:13][C:10]1[CH:9]=[CH:8][C:7]([C:5]2[CH:4]=[N:3][N:2]([CH3:1])[CH:6]=2)=[N:12][CH:11]=1. Reactant: [CH3:1][N:2]1[CH:6]=[C:5]([C:7]2[N:12]=[CH:11][C:10]([CH2:13]O)=[CH:9][CH:8]=2)[CH:4]=[N:3]1.S(Cl)([Cl:17])=O. (7) Reactant: C1(P(C2CCCCC2)C2CCCCC2)CCCCC1.N#N.[CH3:37][C:32]1([CH3:38])[C:33]([CH3:36])([CH3:35])[O:34][B:30]([B:30]2[O:34][C:33]([CH3:36])([CH3:35])[C:32]([CH3:38])([CH3:37])[O:31]2)[O:31]1.C([O-])(=O)C.[K+].Br[C:46]1[C:54]2[C:49](=[CH:50][C:51]([C:55]#[N:56])=[CH:52][CH:53]=2)[NH:48][CH:47]=1. Product: [CH3:36][C:33]1([CH3:35])[C:32]([CH3:37])([CH3:38])[O:31][B:30]([C:46]2[C:54]3[C:49](=[CH:50][C:51]([C:55]#[N:56])=[CH:52][CH:53]=3)[NH:48][CH:47]=2)[O:34]1. The catalyst class is: 12.